From a dataset of NCI-60 drug combinations with 297,098 pairs across 59 cell lines. Regression. Given two drug SMILES strings and cell line genomic features, predict the synergy score measuring deviation from expected non-interaction effect. (1) Drug 1: CCCCC(=O)OCC(=O)C1(CC(C2=C(C1)C(=C3C(=C2O)C(=O)C4=C(C3=O)C=CC=C4OC)O)OC5CC(C(C(O5)C)O)NC(=O)C(F)(F)F)O. Drug 2: C1CN1C2=NC(=NC(=N2)N3CC3)N4CC4. Cell line: RXF 393. Synergy scores: CSS=13.6, Synergy_ZIP=-4.24, Synergy_Bliss=-5.02, Synergy_Loewe=-21.0, Synergy_HSA=-10.6. (2) Drug 1: CCCS(=O)(=O)NC1=C(C(=C(C=C1)F)C(=O)C2=CNC3=C2C=C(C=N3)C4=CC=C(C=C4)Cl)F. Drug 2: CC1CCCC2(C(O2)CC(NC(=O)CC(C(C(=O)C(C1O)C)(C)C)O)C(=CC3=CSC(=N3)C)C)C. Cell line: PC-3. Synergy scores: CSS=-2.20, Synergy_ZIP=0.992, Synergy_Bliss=-0.791, Synergy_Loewe=-3.63, Synergy_HSA=-2.41. (3) Drug 1: C#CCC(CC1=CN=C2C(=N1)C(=NC(=N2)N)N)C3=CC=C(C=C3)C(=O)NC(CCC(=O)O)C(=O)O. Drug 2: C1CN(P(=O)(OC1)NCCCl)CCCl. Cell line: M14. Synergy scores: CSS=-5.74, Synergy_ZIP=6.56, Synergy_Bliss=5.31, Synergy_Loewe=-3.03, Synergy_HSA=-3.81.